Dataset: Forward reaction prediction with 1.9M reactions from USPTO patents (1976-2016). Task: Predict the product of the given reaction. (1) Given the reactants [CH2:1]([O:3][C:4]1[CH:9]=[CH:8][C:7]([C:10]2[C:15]([NH2:16])=[CH:14][CH:13]=[C:12]([O:17][CH3:18])[N:11]=2)=[CH:6][CH:5]=1)[CH3:2].[C:19]([O:23][C:24]([N:26]([C:32]1[CH:37]=[CH:36][C:35]([O:38][CH3:39])=[CH:34][CH:33]=1)[CH2:27][CH2:28][C:29](O)=[O:30])=[O:25])([CH3:22])([CH3:21])[CH3:20].C(N(CC)CC)C.CCN=C=NCCCN(C)C.C1C=CC2N(O)N=NC=2C=1.C(=O)(O)[O-].[Na+], predict the reaction product. The product is: [CH2:1]([O:3][C:4]1[CH:9]=[CH:8][C:7]([C:10]2[C:15]([NH:16][C:29](=[O:30])[CH2:28][CH2:27][N:26]([C:32]3[CH:33]=[CH:34][C:35]([O:38][CH3:39])=[CH:36][CH:37]=3)[C:24](=[O:25])[O:23][C:19]([CH3:22])([CH3:21])[CH3:20])=[CH:14][CH:13]=[C:12]([O:17][CH3:18])[N:11]=2)=[CH:6][CH:5]=1)[CH3:2]. (2) Given the reactants [CH3:1][O:2][C:3]1[C:4](=[O:11])[CH2:5][CH2:6][C:7]([CH3:10])([CH3:9])[CH:8]=1.[C:12](OCC)(=[O:18])[C:13]([O:15][CH2:16][CH3:17])=[O:14].[Li+].C[Si]([N-][Si](C)(C)C)(C)C, predict the reaction product. The product is: [CH3:1][O:2][C:3]1[C:4](=[O:11])[CH:5]([C:12](=[O:18])[C:13]([O:15][CH2:16][CH3:17])=[O:14])[CH2:6][C:7]([CH3:9])([CH3:10])[CH:8]=1. (3) Given the reactants Cl.[Cl:2][C:3]1[CH:4]=[C:5]([CH:23]=[C:24]([Cl:26])[CH:25]=1)[C:6]([N:8]1[CH2:13][CH2:12][NH:11][CH2:10][C@H:9]1[CH2:14][C:15]1[CH:20]=[CH:19][C:18]([CH3:21])=[C:17]([CH3:22])[CH:16]=1)=[O:7].Br[CH2:28][CH2:29][CH2:30][OH:31].C(=O)([O-])[O-].[K+].[K+].[I-].[K+], predict the reaction product. The product is: [Cl:2][C:3]1[CH:4]=[C:5]([CH:23]=[C:24]([Cl:26])[CH:25]=1)[C:6]([N:8]1[CH2:13][CH2:12][N:11]([CH2:28][CH2:29][CH2:30][OH:31])[CH2:10][C@H:9]1[CH2:14][C:15]1[CH:20]=[CH:19][C:18]([CH3:21])=[C:17]([CH3:22])[CH:16]=1)=[O:7]. (4) Given the reactants [C:1]([O:5][C:6]([NH:8][C@:9]1([C:14]([OH:16])=O)[CH2:11][C@H:10]1[CH:12]=[CH2:13])=[O:7])([CH3:4])([CH3:3])[CH3:2].C1N=CN(C(N2C=NC=C2)=O)C=1.[CH2:29]([O:36][C:37]1[CH:42]=[CH:41][CH:40]=[CH:39][C:38]=1[S:43]([NH2:46])(=[O:45])=[O:44])[CH2:30][CH2:31][CH2:32][CH2:33][CH:34]=[CH2:35].C1CCN2C(=NCCC2)CC1.Cl, predict the reaction product. The product is: [C:1]([O:5][C:6](=[O:7])[NH:8][C@:9]1([C:14]([NH:46][S:43]([C:38]2[CH:39]=[CH:40][CH:41]=[CH:42][C:37]=2[O:36][CH2:29][CH2:30][CH2:31][CH2:32][CH2:33][CH:34]=[CH2:35])(=[O:44])=[O:45])=[O:16])[CH2:11][C@H:10]1[CH:12]=[CH2:13])([CH3:2])([CH3:3])[CH3:4]. (5) Given the reactants [CH3:1][C:2]1([CH3:31])[C:14]2[CH:13]=[C:12]([C:15]3[C:23]4[S:22][C:21]5[C:24](B(O)O)=[CH:25][CH:26]=[CH:27][C:20]=5[C:19]=4[CH:18]=[CH:17][CH:16]=3)[CH:11]=[CH:10][C:9]=2[C:8]2[C:3]1=[CH:4][CH:5]=[CH:6][CH:7]=2.I[C:33]1[CH:34]=[C:35]([Br:39])[CH:36]=[CH:37][CH:38]=1.CC1C=CC=CC=1P(C1C=CC=CC=1C)C1C=CC=CC=1C.C(=O)([O-])[O-].[K+].[K+], predict the reaction product. The product is: [Br:39][C:35]1[CH:34]=[C:33]([C:24]2[C:21]3[S:22][C:23]4[C:15]([C:12]5[CH:11]=[CH:10][C:9]6[C:8]7[C:3](=[CH:4][CH:5]=[CH:6][CH:7]=7)[C:2]([CH3:31])([CH3:1])[C:14]=6[CH:13]=5)=[CH:16][CH:17]=[CH:18][C:19]=4[C:20]=3[CH:27]=[CH:26][CH:25]=2)[CH:38]=[CH:37][CH:36]=1. (6) Given the reactants [F:1][C:2]1[C:3]([O:24][CH3:25])=[C:4]([CH:8]([CH2:21][CH2:22][CH3:23])[CH2:9][C:10]([OH:20])([C:16]([F:19])([F:18])[F:17])[C:11](OCC)=[O:12])[CH:5]=[CH:6][CH:7]=1.[H-].[Al+3].[Li+].[H-].[H-].[H-].C(OCC)(=O)C.O, predict the reaction product. The product is: [F:1][C:2]1[C:3]([O:24][CH3:25])=[C:4]([CH:8]([CH2:21][CH2:22][CH3:23])[CH2:9][C:10]([OH:20])([C:16]([F:19])([F:18])[F:17])[CH:11]=[O:12])[CH:5]=[CH:6][CH:7]=1.